This data is from Drug-target binding data from BindingDB using Kd measurements. The task is: Regression. Given a target protein amino acid sequence and a drug SMILES string, predict the binding affinity score between them. We predict pKd (pKd = -log10(Kd in M); higher means stronger binding). Dataset: bindingdb_kd. (1) The compound is CCN(CC)CCNC(=O)c1c(C)[nH]c(/C=C2\C(=O)Nc3ccc(F)cc32)c1C. The target protein (Q8N752) has sequence MTNNSGSKAELVVGGKYKLVRKIGSGSFGDVYLGITTTNGEDVAVKLESQKVKHPQLLYESKLYTILQGGVGIPHMHWYGQEKDNNVLVMDLLGPSLEDLFNFCSRRFTMKTVLMLADQMISRIEYVHTKNFLHRDIKPDNFLMGTGRHCNKLFLIDFGLAKKYRDNRTRQHIPYREDKHLIGTVRYASINAHLGIEQSRRDDMESLGYVFMYFNRTSLPWQGLRAMTKKQKYEKISEKKMSTPVEVLCKGFPAEFAMYLNYCRGLRFEEVPDYMYLRQLFRILFRTLNHQYDYTFDWTMLKQKAAQQAASSSGQGQQAQTQTGKQTEKNKNNVKDN. The pKd is 6.3. (2) The drug is Cc1ncc(C[n+]2csc(CCOP(=O)(O)OP(=O)(O)O)c2C)c(N)n1. The target protein (Q9RUB5) has sequence MNELPGTSDTPLLDQIHGPKDLKRLSREQLPALTEELRGEIVRVCSRGGLHLASSLGAVDIITALHYVLDSPRDRILFDVGHQAYAHKILTGRRDQMADIKKEGGISGFTKVSESEHDAITVGHASTSLANALGMALARDAQGKDFHVAAVIGDGSLTGGMALAALNTIGDMGRKMLIVLNDNEMSISENVGAMNKFMRGLQVQKWFQEGEGAGKKAVEAVSKPLADFMSRAKNSTRHFFDPASVNPFAAMGVRYVGPVDGHNVQELVWLLERLVDLDGPTILHIVTTKGKGLSYAEADPIYWHGPAKFDPATGEYVPSSAYSWSAAFGEAVTEWAKTDPRTFVVTPAMREGSGLVEFSRVHPHRYLDVGIAEEVAVTTAAGMALQGMRPVVAIYSTFLQRAYDQVLHDVAIEHLNVTFCIDRAGIVGADGATHNGVFDLSFLRSIPGVRIGLPKDAAELRGMLKYAQTHDGPFAIRYPRGNTAQVPAGTWPDLKWGEWE.... The pKd is 6.9.